Dataset: B-cell epitopes from IEDB database with 3,159 antigens for binding position prediction. Task: Token-level Classification. Given an antigen amino acid sequence, predict which amino acid positions are active epitope sites capable of antibody binding. Output is a list of indices for active positions. Given the antigen sequence: MSWQTYVDEHLMCDIDGQGEELAASAIVGHDGSVWAQSSSFPQFKPQEITGIMKDFEEPGHLAPTGLHLGGIKYMVIQGEAGAVIRGKKGSGGITIKKTGQALVFGIYEEPVTPGQCNMVVERLGDYLIDQGL, which amino acid positions are active epitope sites? The epitope positions are: [120, 121, 122, 123, 124, 125, 126, 127, 128, 129, 130, 131, 132]. The amino acids at these positions are: VERLGDYLIDQGL.